Dataset: Reaction yield outcomes from USPTO patents with 853,638 reactions. Task: Predict the reaction yield, written as a fraction of the theoretical maximum amount of product (1.0 means a 100% yield; for example, 0.34 means a 34% yield). (1) The reactants are [Cl:1][C:2]1[C:3]([OH:28])=[C:4]([CH:8]=[C:9]([C:11]2[CH:12]=[C:13]3[C:19]([C:20]4[CH:25]=[CH:24][CH:23]=[CH:22][C:21]=4[O:26][CH3:27])=[CH:18][NH:17][C:14]3=[N:15][CH:16]=2)[CH:10]=1)[C:5](O)=[O:6].F[P-](F)(F)(F)(F)F.N1(OC(N(C)C)=[N+](C)C)C2N=CC=CC=2N=N1.[CH3:53][N:54]([CH3:63])[CH2:55][CH2:56][N:57]1[CH2:62][CH2:61][NH:60][CH2:59][CH2:58]1.C(=O)(O)[O-].[Na+]. The catalyst is C(#N)C.CN(C=O)C.C(OCC)(=O)C. The product is [Cl:1][C:2]1[C:3]([OH:28])=[C:4]([C:5]([N:60]2[CH2:61][CH2:62][N:57]([CH2:56][CH2:55][N:54]([CH3:63])[CH3:53])[CH2:58][CH2:59]2)=[O:6])[CH:8]=[C:9]([C:11]2[CH:12]=[C:13]3[C:19]([C:20]4[CH:25]=[CH:24][CH:23]=[CH:22][C:21]=4[O:26][CH3:27])=[CH:18][NH:17][C:14]3=[N:15][CH:16]=2)[CH:10]=1. The yield is 0.120. (2) The reactants are Cl[C:2]1[C:7]([C:8]([F:11])([F:10])[F:9])=[CH:6][N:5]=[C:4]([NH:12][C:13]2[C:14]([O:26][CH3:27])=[CH:15][C:16]3[N:22]([CH3:23])[C:21](=[O:24])[O:20][CH2:19][CH2:18][C:17]=3[CH:25]=2)[N:3]=1.[NH2:28][C:29]1[CH:38]=[CH:37][CH:36]=[CH:35][C:30]=1[C:31]([NH:33][CH3:34])=[O:32].C(O)(C)C.C12(CS(O)(=O)=O)C(C)(C)C(CC1)CC2=O. No catalyst specified. The product is [CH3:27][O:26][C:14]1[C:13]([NH:12][C:4]2[N:3]=[C:2]([NH:28][C:29]3[CH:38]=[CH:37][CH:36]=[CH:35][C:30]=3[C:31]([NH:33][CH3:34])=[O:32])[C:7]([C:8]([F:11])([F:10])[F:9])=[CH:6][N:5]=2)=[CH:25][C:17]2[CH2:18][CH2:19][O:20][C:21](=[O:24])[N:22]([CH3:23])[C:16]=2[CH:15]=1. The yield is 0.290. (3) The reactants are [OH:1][C:2]1[CH:11]=[CH:10][C:5]2[C:6](=[O:9])[CH2:7][O:8][C:4]=2[C:3]=1[CH2:12][N:13]1[CH2:18][CH2:17][N:16]([C:19]([O:21][C:22]([CH3:25])([CH3:24])[CH3:23])=[O:20])[CH2:15][CH2:14]1.[C:26]1([C:32]2[N:37]=[C:36]3[NH:38][CH:39]=[C:40]([CH:41]=O)[C:35]3=[CH:34][CH:33]=2)[CH:31]=[CH:30][CH:29]=[CH:28][CH:27]=1. The catalyst is CO.N1CCCCC1. The product is [OH:1][C:2]1[CH:11]=[CH:10][C:5]2[C:6](=[O:9])/[C:7](=[CH:41]/[C:40]3[C:35]4[C:36](=[N:37][C:32]([C:26]5[CH:27]=[CH:28][CH:29]=[CH:30][CH:31]=5)=[CH:33][CH:34]=4)[NH:38][CH:39]=3)/[O:8][C:4]=2[C:3]=1[CH2:12][N:13]1[CH2:14][CH2:15][N:16]([C:19]([O:21][C:22]([CH3:25])([CH3:24])[CH3:23])=[O:20])[CH2:17][CH2:18]1. The yield is 0.460. (4) The reactants are [Cl:1][C:2]1[N:7]=[C:6]([CH:8]2[O:12]C(=O)[N:10]([C:14]([O:16][C:17]([CH3:20])([CH3:19])[CH3:18])=[O:15])[CH:9]2[CH2:21][C:22]2[CH:27]=[CH:26][C:25]([C:28]([F:31])([F:30])[F:29])=[CH:24][CH:23]=2)[CH:5]=[CH:4][CH:3]=1.CO.[OH-].[Na+].O. The catalyst is CO. The product is [Cl:1][C:2]1[N:7]=[C:6]([CH:8]([OH:12])[CH:9]([NH:10][C:14](=[O:15])[O:16][C:17]([CH3:18])([CH3:20])[CH3:19])[CH2:21][C:22]2[CH:27]=[CH:26][C:25]([C:28]([F:31])([F:29])[F:30])=[CH:24][CH:23]=2)[CH:5]=[CH:4][CH:3]=1. The yield is 0.570.